This data is from Forward reaction prediction with 1.9M reactions from USPTO patents (1976-2016). The task is: Predict the product of the given reaction. (1) Given the reactants [CH3:1][O:2][C:3]1[N:8]=[C:7]([C:9]2[CH:10]=[C:11]([S:15](Cl)(=[O:17])=[O:16])[CH:12]=[CH:13][CH:14]=2)[CH:6]=[C:5]([NH:19][CH2:20][CH2:21][C:22]2[CH:27]=[CH:26][C:25]([O:28][CH3:29])=[CH:24][CH:23]=2)[N:4]=1.[CH2:30]([N:32](CC)CC)C.CN.O, predict the reaction product. The product is: [CH3:1][O:2][C:3]1[N:8]=[C:7]([C:9]2[CH:10]=[C:11]([S:15]([NH:32][CH3:30])(=[O:17])=[O:16])[CH:12]=[CH:13][CH:14]=2)[CH:6]=[C:5]([NH:19][CH2:20][CH2:21][C:22]2[CH:27]=[CH:26][C:25]([O:28][CH3:29])=[CH:24][CH:23]=2)[N:4]=1. (2) Given the reactants [Cl:1][C:2]1[CH:31]=[CH:30][C:29]([Cl:32])=[CH:28][C:3]=1[O:4][CH:5]([C:22]1[CH:27]=[CH:26][CH:25]=[CH:24][CH:23]=1)[CH2:6][CH2:7][CH2:8][N:9]1[CH2:14][CH2:13][N:12](C(OC(C)(C)C)=O)[CH2:11][CH2:10]1.[C:33]([OH:40])(=[O:39])/[CH:34]=[CH:35]/[C:36]([OH:38])=[O:37], predict the reaction product. The product is: [C:33]([OH:40])(=[O:39])/[CH:34]=[CH:35]/[C:36]([OH:38])=[O:37].[Cl:1][C:2]1[CH:31]=[CH:30][C:29]([Cl:32])=[CH:28][C:3]=1[O:4][CH:5]([C:22]1[CH:27]=[CH:26][CH:25]=[CH:24][CH:23]=1)[CH2:6][CH2:7][CH2:8][N:9]1[CH2:10][CH2:11][NH:12][CH2:13][CH2:14]1. (3) Given the reactants Cl[C:2]1[CH:11]=[C:10]([CH3:12])[C:9]2[C:4](=[C:5]([NH2:17])[N:6]=[C:7]3[CH:16]=[CH:15][CH:14]=[CH:13][C:8]3=2)[N:3]=1.[H][H], predict the reaction product. The product is: [CH3:12][C:10]1[C:9]2[C:4](=[C:5]([NH2:17])[N:6]=[C:7]3[CH:16]=[CH:15][CH:14]=[CH:13][C:8]3=2)[N:3]=[CH:2][CH:11]=1.